From a dataset of Full USPTO retrosynthesis dataset with 1.9M reactions from patents (1976-2016). Predict the reactants needed to synthesize the given product. (1) Given the product [I:2][CH2:4][CH2:5][N:6]1[C:14]2[C:9](=[N:10][C:11]([O:17][CH3:18])=[C:12]([O:15][CH3:16])[CH:13]=2)[C:8]([C:19]2[N:27]([S:28]([C:31]3[CH:36]=[CH:35][C:34]([CH3:37])=[CH:33][CH:32]=3)(=[O:30])=[O:29])[C:22]3=[N:23][CH:24]=[CH:25][CH:26]=[C:21]3[CH:20]=2)=[CH:7]1, predict the reactants needed to synthesize it. The reactants are: [Na+].[I-:2].Cl[CH2:4][CH2:5][N:6]1[C:14]2[C:9](=[N:10][C:11]([O:17][CH3:18])=[C:12]([O:15][CH3:16])[CH:13]=2)[C:8]([C:19]2[N:27]([S:28]([C:31]3[CH:36]=[CH:35][C:34]([CH3:37])=[CH:33][CH:32]=3)(=[O:30])=[O:29])[C:22]3=[N:23][CH:24]=[CH:25][CH:26]=[C:21]3[CH:20]=2)=[CH:7]1. (2) Given the product [CH:22]1([CH:15]([C:14]2[CH:12]=[CH:16][C:17]([O:20][CH3:21])=[CH:18][CH:19]=2)[NH:25][CH2:26][C:27]2[CH:32]=[CH:31][CH:30]=[CH:29][N:28]=2)[CH2:23][CH2:24]1, predict the reactants needed to synthesize it. The reactants are: C1(C2C=C(OC)C=CC=2[C:12]([C:14]2[CH:19]=[CH:18][C:17]([O:20][CH3:21])=[CH:16][C:15]=2[CH:22]2[CH2:24][CH2:23]2)=O)CC1.[NH2:25][CH2:26][C:27]1[CH:32]=[CH:31][CH:30]=[CH:29][N:28]=1. (3) Given the product [CH3:18][C:19]1[C:23]([CH3:24])=[C:22]([C:25]2[C:26]([CH3:36])=[CH:27][C:28]([CH3:35])=[C:29]([CH:34]=2)[C:30]([OH:32])=[O:31])[NH:21][N:20]=1, predict the reactants needed to synthesize it. The reactants are: CC1C(C)=C(C2C=C(C=CC=2C)C(O)=O)NN=1.[CH3:18][C:19]1[C:23]([CH3:24])=[C:22]([C:25]2[C:26]([CH3:36])=[CH:27][C:28]([CH3:35])=[C:29]([CH:34]=2)[C:30]([O:32]C)=[O:31])[NH:21][N:20]=1.CC1C(C)=C(C2C=C(C=CC=2C)C(OC)=O)NN=1. (4) Given the product [OH:12][N:3]1[C:2](=[O:19])[CH:7]=[CH:6][C:5]([C:8]([O:10][CH3:11])=[O:9])=[CH:4]1, predict the reactants needed to synthesize it. The reactants are: Cl[C:2]1[CH:7]=[CH:6][C:5]([C:8]([O:10][CH3:11])=[O:9])=[CH:4][N+:3]=1[O-:12].CC#N.FC(F)(F)C(OC(=O)C(F)(F)F)=[O:19].C([O-])(O)=O.[Na+]. (5) Given the product [CH2:32]([O:39][C:40]([N:42]1[CH2:51][CH2:50][C:49]2[C:44](=[CH:45][C:46]([O:52][CH2:53][C:6]3([C:4]([O:3][CH2:1][CH3:2])=[O:5])[CH2:11][CH2:10][N:9]([C:12]([O:14][C:15]([CH3:17])([CH3:16])[CH3:18])=[O:13])[CH2:8][CH2:7]3)=[CH:47][CH:48]=2)[CH2:43]1)=[O:41])[C:33]1[CH:38]=[CH:37][CH:36]=[CH:35][CH:34]=1, predict the reactants needed to synthesize it. The reactants are: [CH2:1]([O:3][C:4]([CH:6]1[CH2:11][CH2:10][N:9]([C:12]([O:14][C:15]([CH3:18])([CH3:17])[CH3:16])=[O:13])[CH2:8][CH2:7]1)=[O:5])[CH3:2].C([N-]C(C)C)(C)C.[Li+].O1CCCC1.[CH2:32]([O:39][C:40]([N:42]1[CH2:51][CH2:50][C:49]2[C:44](=[CH:45][C:46]([O:52][CH2:53]Cl)=[CH:47][CH:48]=2)[CH2:43]1)=[O:41])[C:33]1[CH:38]=[CH:37][CH:36]=[CH:35][CH:34]=1.[Cl-].[NH4+]. (6) Given the product [CH3:1][N:2]1[CH2:7][CH2:6][CH:5]([C:8]2[C:16]3[C:11](=[CH:12][CH:13]=[C:14]([OH:17])[CH:15]=3)[NH:10][CH:9]=2)[CH2:4][CH2:3]1, predict the reactants needed to synthesize it. The reactants are: [CH3:1][N:2]1[CH2:7][CH:6]=[C:5]([C:8]2[C:16]3[C:11](=[CH:12][CH:13]=[C:14]([OH:17])[CH:15]=3)[NH:10][CH:9]=2)[CH2:4][CH2:3]1.C([SiH](CC)CC)C. (7) Given the product [Cl:13][C:14]1[S:18][C:17]([S:19]([NH:22][C:1]([N:49]2[CH2:50][CH2:51][N:46]([C:35]3[C:34]([C:32]#[N:33])=[CH:44][C:38]([C:39]([O:41][CH2:42][CH3:43])=[O:40])=[C:37]([CH3:45])[N:36]=3)[CH2:47][CH2:48]2)=[O:2])(=[O:21])=[O:20])=[CH:16][CH:15]=1, predict the reactants needed to synthesize it. The reactants are: [C:1](N1C=CN=C1)(N1C=CN=C1)=[O:2].[Cl:13][C:14]1[S:18][C:17]([S:19]([NH2:22])(=[O:21])=[O:20])=[CH:16][CH:15]=1.CCN(C(C)C)C(C)C.[C:32]([C:34]1[C:35]([N:46]2[CH2:51][CH2:50][NH:49][CH2:48][CH2:47]2)=[N:36][C:37]([CH3:45])=[C:38]([CH:44]=1)[C:39]([O:41][CH2:42][CH3:43])=[O:40])#[N:33]. (8) Given the product [CH2:1]([O:8][C:9]([N:11]1[CH2:16][CH2:15][CH:14]([O:17][CH3:58])[CH:13]([NH:18][C:44](=[O:45])[C:43]2[CH:47]=[CH:48][C:40]([NH:39][C:37]3[N:36]=[CH:35][C:26]4[N:27]([CH3:34])[C:28](=[O:33])[C:29]([F:31])([F:32])[CH2:30][N:24]([CH:19]5[CH2:20][CH2:21][CH2:22][CH2:23]5)[C:25]=4[N:38]=3)=[C:41]([O:49][CH3:50])[CH:42]=2)[CH2:12]1)=[O:10])[C:2]1[CH:3]=[CH:4][CH:5]=[CH:6][CH:7]=1, predict the reactants needed to synthesize it. The reactants are: [CH2:1]([O:8][C:9]([N:11]1[CH2:16][CH2:15][C@H:14]([OH:17])[C@@H:13]([NH2:18])[CH2:12]1)=[O:10])[C:2]1[CH:7]=[CH:6][CH:5]=[CH:4][CH:3]=1.[CH:19]1([N:24]2[CH2:30][C:29]([F:32])([F:31])[C:28](=[O:33])[N:27]([CH3:34])[C:26]3[CH:35]=[N:36][C:37]([NH:39][C:40]4[CH:48]=[CH:47][C:43]([C:44](O)=[O:45])=[CH:42][C:41]=4[O:49][CH3:50])=[N:38][C:25]2=3)[CH2:23][CH2:22][CH2:21][CH2:20]1.F[P-](F)(F)(F)(F)F.[CH3:58]N(C(N(C)C)=[N+]1C2C=CC=CC=2[N+]([O-])=N1)C.C(N(C(C)C)CC)(C)C. (9) Given the product [N+:32]([C:30]1[CH:31]=[C:26]([N:8]2[N:9]=[CH:10][CH:11]=[N:7]2)[C:27]([OH:35])=[N:28][CH:29]=1)([O-:34])=[O:33], predict the reactants needed to synthesize it. The reactants are: C(=O)([O-])[O-].[Cs+].[Cs+].[NH:7]1[CH:11]=[CH:10][N:9]=[N:8]1.CC(C)(C(=O)CC(=O)C(C)(C)C)C.I[C:26]1[C:27]([OH:35])=[N:28][CH:29]=[C:30]([N+:32]([O-:34])=[O:33])[CH:31]=1.